This data is from Peptide-MHC class I binding affinity with 185,985 pairs from IEDB/IMGT. The task is: Regression. Given a peptide amino acid sequence and an MHC pseudo amino acid sequence, predict their binding affinity value. This is MHC class I binding data. (1) The peptide sequence is AYIAFPTSCHMFI. The binding affinity (normalized) is 0.225. The MHC is HLA-A02:06 with pseudo-sequence HLA-A02:06. (2) The binding affinity (normalized) is 0.724. The peptide sequence is SPPEVERAVL. The MHC is HLA-B07:02 with pseudo-sequence HLA-B07:02. (3) The MHC is HLA-A11:01 with pseudo-sequence HLA-A11:01. The binding affinity (normalized) is 0.0847. The peptide sequence is IAHVRDVVM. (4) The peptide sequence is FLSHYFTLV. The MHC is HLA-A68:02 with pseudo-sequence HLA-A68:02. The binding affinity (normalized) is 0.474. (5) The peptide sequence is VSAAFYHLPL. The MHC is Patr-B0101 with pseudo-sequence Patr-B0101. The binding affinity (normalized) is 0.602. (6) The peptide sequence is GEDDDMLPW. The binding affinity (normalized) is 0.0847. The MHC is HLA-A02:01 with pseudo-sequence HLA-A02:01.